From a dataset of Reaction yield outcomes from USPTO patents with 853,638 reactions. Predict the reaction yield, written as a fraction of the theoretical maximum amount of product (1.0 means a 100% yield; for example, 0.34 means a 34% yield). (1) The reactants are [Cl-].O[NH3+:3].[C:4](=[O:7])([O-])[OH:5].[Na+].CS(C)=O.[F:13][C:14]1[CH:47]=[CH:46][C:45]([F:48])=[CH:44][C:15]=1[O:16][C:17]1[C:22](=[O:23])[N:21]([CH2:24][C:25]2[CH:30]=[CH:29][C:28]([C:31]3[C:32]([C:37]#[N:38])=[CH:33][CH:34]=[CH:35][CH:36]=3)=[CH:27][CH:26]=2)[C:20]([CH2:39][CH2:40][CH3:41])=[N:19][C:18]=1[CH2:42][CH3:43]. The catalyst is C(OCC)(=O)C. The product is [F:13][C:14]1[CH:47]=[CH:46][C:45]([F:48])=[CH:44][C:15]=1[O:16][C:17]1[C:22](=[O:23])[N:21]([CH2:24][C:25]2[CH:26]=[CH:27][C:28]([C:31]3[CH:36]=[CH:35][CH:34]=[CH:33][C:32]=3[C:37]3[NH:3][C:4](=[O:7])[O:5][N:38]=3)=[CH:29][CH:30]=2)[C:20]([CH2:39][CH2:40][CH3:41])=[N:19][C:18]=1[CH2:42][CH3:43]. The yield is 0.570. (2) The reactants are [O:1]1[CH2:5][CH2:4][O:3][CH:2]1[C:6]1[CH:7]=[CH:8][C:9]([C:12]2[S:20][C:19]3[C:14](=[N:15][CH:16]=[CH:17][C:18]=3[O:21][C:22]3[CH:28]=[CH:27][C:25](N)=[CH:24][C:23]=3[F:29])[CH:13]=2)=[N:10][CH:11]=1.[C:30]1([NH:36][C:37]([C:39]2([C:42]([OH:44])=O)[CH2:41][CH2:40]2)=[O:38])[CH:35]=[CH:34][CH:33]=[CH:32][CH:31]=1.CC[N:47](C(C)C)C(C)C.CN(C(ON1N=NC2C=CC=NC1=2)=[N+](C)C)C.F[P-](F)(F)(F)(F)F. The catalyst is CN(C=O)C.C(OCC)(=O)C.CO. The product is [O:1]1[CH2:5][CH2:4][O:3][CH:2]1[C:6]1[CH:7]=[CH:8][C:9]([C:12]2[S:20][C:19]3[C:14](=[N:15][CH:16]=[CH:17][C:18]=3[O:21][C:22]3[CH:28]=[CH:27][C:25]([N:36]([C:30]4[CH:31]=[CH:32][CH:33]=[CH:34][CH:35]=4)[C:37]([C:39]4([C:42]([NH2:47])=[O:44])[CH2:40][CH2:41]4)=[O:38])=[CH:24][C:23]=3[F:29])[CH:13]=2)=[N:10][CH:11]=1. The yield is 0.340. (3) The reactants are Cl[C:2]1[N:3]=[CH:4][C:5]2[C:10]([CH:11]=1)=[CH:9][CH:8]=[CH:7][CH:6]=2.[NH:12]1[CH2:17][CH2:16][NH:15][CH2:14][CH2:13]1. The catalyst is C(O)CO. The product is [N:12]1([C:2]2[N:3]=[CH:4][C:5]3[C:10]([CH:11]=2)=[CH:9][CH:8]=[CH:7][CH:6]=3)[CH2:17][CH2:16][NH:15][CH2:14][CH2:13]1. The yield is 0.500. (4) The reactants are [OH:1][CH:2]([C@H:4]1[N:9]([C:10]([O:12][CH2:13][C:14]2[CH:19]=[CH:18][CH:17]=[CH:16][CH:15]=2)=[O:11])[CH2:8][C@H:7]([C:20]([O:22][CH3:23])=[O:21])[CH2:6][CH2:5]1)[CH3:3]. The catalyst is C(Cl)Cl. The product is [C:2]([C@H:4]1[N:9]([C:10]([O:12][CH2:13][C:14]2[CH:15]=[CH:16][CH:17]=[CH:18][CH:19]=2)=[O:11])[CH2:8][C@H:7]([C:20]([O:22][CH3:23])=[O:21])[CH2:6][CH2:5]1)(=[O:1])[CH3:3]. The yield is 0.604. (5) The reactants are [CH3:1][O:2][C:3](=[O:23])[CH:4]([CH2:18][CH2:19][CH2:20][CH2:21][NH2:22])[C:5]1[C:13]2[C:8](=[CH:9][CH:10]=[CH:11][CH:12]=2)[N:7]([C:14]([O:16][CH3:17])=[O:15])[CH:6]=1.[C:24]([N:27]1[CH2:34][CH2:33][CH2:32][C@H:28]1[C:29](O)=[O:30])(=[O:26])[CH3:25].ON1C(=O)CCC1=O.C1(N=C=NC2CCCCC2)CCCCC1. The catalyst is O1CCCC1. The product is [CH3:1][O:2][C:3](=[O:23])[CH:4]([CH2:18][CH2:19][CH2:20][CH2:21][NH:22][C:29]([CH:28]1[CH2:32][CH2:33][CH2:34][N:27]1[C:24](=[O:26])[CH3:25])=[O:30])[C:5]1[C:13]2[C:8](=[CH:9][CH:10]=[CH:11][CH:12]=2)[N:7]([C:14]([O:16][CH3:17])=[O:15])[CH:6]=1. The yield is 0.490. (6) The reactants are [CH3:1][Si:2]([CH3:15])([CH3:14])[CH2:3][CH2:4][O:5][CH2:6][N:7]1[CH:11]=[C:10]([C:12]#[N:13])[N:9]=[CH:8]1.[Br:16]N1C(=O)CCC1=O.N(C(C)(C)C#N)=NC(C)(C)C#N. The catalyst is C(Cl)(Cl)(Cl)Cl.CCOC(C)=O. The product is [Br:16][C:8]1[N:7]([CH2:6][O:5][CH2:4][CH2:3][Si:2]([CH3:15])([CH3:14])[CH3:1])[CH:11]=[C:10]([C:12]#[N:13])[N:9]=1. The yield is 0.770. (7) The catalyst is CO. The product is [OH:3][CH2:4][CH2:5][O:6][NH:7][C:8]([C:10]1[S:18][C:17]2[CH:16]=[CH:15][N:14]=[CH:13][C:12]=2[C:11]=1[NH:19][C:20]1[CH:25]=[CH:24][C:23]([S:26][CH3:27])=[CH:22][C:21]=1[F:28])=[O:9]. The reactants are C([O:3][CH2:4][CH2:5][O:6][NH:7][C:8]([C:10]1[S:18][C:17]2[CH:16]=[CH:15][N:14]=[CH:13][C:12]=2[C:11]=1[NH:19][C:20]1[CH:25]=[CH:24][C:23]([S:26][CH3:27])=[CH:22][C:21]=1[F:28])=[O:9])=C.Cl. The yield is 0.470. (8) The reactants are Br[C:2]1[CH:3]=[C:4]2[C:9](=[CH:10][CH:11]=1)[CH:8]=[C:7]([OH:12])[CH:6]=[CH:5]2.CCCCCC.C([Li])CCC.[B:24](OC(C)C)([O:29]C(C)C)[O:25]C(C)C.Cl. The catalyst is O1CCCC1. The product is [OH:12][C:7]1[CH:8]=[C:9]2[C:4](=[CH:5][CH:6]=1)[CH:3]=[C:2]([B:24]([OH:29])[OH:25])[CH:11]=[CH:10]2. The yield is 0.850. (9) The reactants are [CH3:1][C:2]([CH2:9][CH2:10][CH2:11][CH:12]([CH3:24])[CH2:13][CH2:14][CH2:15][CH:16]([CH3:23])[CH2:17][CH2:18][CH2:19][CH:20]([CH3:22])[CH3:21])=[CH:3][CH2:4][C:5]([O:7][CH3:8])=[O:6].[OH:25][CH2:26][CH:27](CO)[OH:28].C(=O)([O-])[O-].[K+].[K+].Cl. The catalyst is CN(C)C=O. The product is [CH3:1][C:2]([CH2:9][CH2:10][CH2:11][CH:12]([CH3:24])[CH2:13][CH2:14][CH2:15][CH:16]([CH3:23])[CH2:17][CH2:18][CH2:19][CH:20]([CH3:22])[CH3:21])=[CH:3][CH2:4][C:5]([O:7][CH2:8][CH:26]([CH2:27][OH:28])[OH:25])=[O:6]. The yield is 0.290.